The task is: Predict the product of the given reaction.. This data is from Forward reaction prediction with 1.9M reactions from USPTO patents (1976-2016). (1) Given the reactants [C:1]([O:5][C:6](=[O:20])[NH:7][CH2:8][CH2:9][N:10]1[C:14](Br)=[C:13]([N+:16]([O-:18])=[O:17])[C:12]([Br:19])=[N:11]1)([CH3:4])([CH3:3])[CH3:2].[CH2:21]([NH2:28])[C:22]1[CH:27]=[CH:26][CH:25]=[CH:24][CH:23]=1, predict the reaction product. The product is: [C:1]([O:5][C:6](=[O:20])[NH:7][CH2:8][CH2:9][N:10]1[C:14]([NH:28][CH2:21][C:22]2[CH:27]=[CH:26][CH:25]=[CH:24][CH:23]=2)=[C:13]([N+:16]([O-:18])=[O:17])[C:12]([Br:19])=[N:11]1)([CH3:4])([CH3:3])[CH3:2]. (2) Given the reactants [CH:1](=O)[CH3:2].[O:4]=[C:5]([CH:7](P(=O)(OCC)OCC)[CH2:8][CH2:9][CH2:10][CH2:11][CH3:12])[CH3:6], predict the reaction product. The product is: [CH:1](=[C:7](/[CH2:8][CH2:9][CH2:10][CH2:11][CH3:12])\[C:5](=[O:4])[CH3:6])/[CH3:2]. (3) Given the reactants [Cl:1][C:2]1[N:7]=[CH:6][C:5]([C:8]([OH:10])=[O:9])=[CH:4][CH:3]=1.[C:11](OC(O[C:11]([CH3:14])([CH3:13])[CH3:12])N(C)C)([CH3:14])([CH3:13])[CH3:12], predict the reaction product. The product is: [Cl:1][C:2]1[N:7]=[CH:6][C:5]([C:8]([O:10][C:11]([CH3:14])([CH3:13])[CH3:12])=[O:9])=[CH:4][CH:3]=1.